Dataset: Full USPTO retrosynthesis dataset with 1.9M reactions from patents (1976-2016). Task: Predict the reactants needed to synthesize the given product. (1) Given the product [C:13]([N:1]1[CH2:7][CH2:6][CH2:5][NH:4][CH2:3][CH2:2]1)([O:12][C:8]([CH3:11])([CH3:10])[CH3:9])=[O:14], predict the reactants needed to synthesize it. The reactants are: [NH:1]1[CH2:7][CH2:6][CH2:5][NH:4][CH2:3][CH2:2]1.[C:8]([O:12][C:13](O[C:13]([O:12][C:8]([CH3:11])([CH3:10])[CH3:9])=[O:14])=[O:14])([CH3:11])([CH3:10])[CH3:9]. (2) The reactants are: [N+:1]([CH:4]([C:11]([CH:72]([N+:79]([O-])=O)[C:73]1[CH:78]=[CH:77][CH:76]=[CH:75][CH:74]=1)([C:42]([O:44][CH2:45][CH2:46][CH2:47][CH2:48][CH2:49][CH2:50][CH2:51][CH2:52][O:53][C:54](=[O:71])/[CH:55]=[CH:56]/[C:57]1[CH:62]=[CH:61][C:60]([O:63][CH2:64][CH2:65][CH2:66][CH2:67][CH3:68])=[C:59]([O:69][CH3:70])[CH:58]=1)=[O:43])[C:12]([O:14][CH2:15][CH2:16][CH2:17][CH2:18][CH2:19][CH2:20][CH2:21][CH2:22][O:23][C:24](=[O:41])/[CH:25]=[CH:26]/[C:27]1[CH:32]=[CH:31][C:30]([O:33][CH2:34][CH2:35][CH2:36][CH2:37][CH3:38])=[C:29]([O:39][CH3:40])[CH:28]=1)=[O:13])[C:5]1[CH:10]=[CH:9][CH:8]=[CH:7][CH:6]=1)([O-])=O. Given the product [NH2:79][CH:72]([C:11]([CH:4]([NH2:1])[C:5]1[CH:6]=[CH:7][CH:8]=[CH:9][CH:10]=1)([C:42]([O:44][CH2:45][CH2:46][CH2:47][CH2:48][CH2:49][CH2:50][CH2:51][CH2:52][O:53][C:54](=[O:71])/[CH:55]=[CH:56]/[C:57]1[CH:62]=[CH:61][C:60]([O:63][CH2:64][CH2:65][CH2:66][CH2:67][CH3:68])=[C:59]([O:69][CH3:70])[CH:58]=1)=[O:43])[C:12]([O:14][CH2:15][CH2:16][CH2:17][CH2:18][CH2:19][CH2:20][CH2:21][CH2:22][O:23][C:24](=[O:41])/[CH:25]=[CH:26]/[C:27]1[CH:32]=[CH:31][C:30]([O:33][CH2:34][CH2:35][CH2:36][CH2:37][CH3:38])=[C:29]([O:39][CH3:40])[CH:28]=1)=[O:13])[C:73]1[CH:78]=[CH:77][CH:76]=[CH:75][CH:74]=1, predict the reactants needed to synthesize it. (3) Given the product [CH3:16][C:13]1[CH:14]=[CH:15][C:10]([C:2]2[S:1][CH:5]=[CH:4][CH:3]=2)=[N:11][CH:12]=1, predict the reactants needed to synthesize it. The reactants are: [S:1]1[CH:5]=[CH:4][CH:3]=[C:2]1B(O)O.Br[C:10]1[CH:15]=[CH:14][C:13]([CH3:16])=[CH:12][N:11]=1.C([O-])([O-])=O.[Na+].[Na+]. (4) Given the product [CH2:1]([O:3][C:4]([C@H:6]1[C@H:10]([CH:11]=[O:12])[CH2:9][N:8]([C:13]([O:15][C:16]([CH3:17])([CH3:19])[CH3:18])=[O:14])[CH2:7]1)=[O:5])[CH3:2], predict the reactants needed to synthesize it. The reactants are: [CH2:1]([O:3][C:4]([C@H:6]1[C@H:10]([CH2:11][OH:12])[CH2:9][N:8]([C:13]([O:15][C:16]([CH3:19])([CH3:18])[CH3:17])=[O:14])[CH2:7]1)=[O:5])[CH3:2].CC(OI1(OC(C)=O)(OC(C)=O)OC(=O)C2C=CC=CC1=2)=O. (5) Given the product [Cl:15][C:16]1[C:17]([S:26][C:27]2[CH:32]=[CH:31][C:30]([Cl:33])=[C:29]([Cl:34])[CH:28]=2)=[CH:18][C:19]([F:25])=[C:20]([CH:24]=1)[C:21]([NH:14][S:11]([CH3:10])(=[O:13])=[O:12])=[O:22], predict the reactants needed to synthesize it. The reactants are: C(N(CC)C(C)C)(C)C.[CH3:10][S:11]([NH2:14])(=[O:13])=[O:12].[Cl:15][C:16]1[C:17]([S:26][C:27]2[CH:32]=[CH:31][C:30]([Cl:33])=[C:29]([Cl:34])[CH:28]=2)=[CH:18][C:19]([F:25])=[C:20]([CH:24]=1)[C:21](O)=[O:22].CN(C)CCCN=C=NCC. (6) Given the product [CH3:1][O:2][C:3]([CH:5]1[C:10]([Cl:11])([Cl:12])/[C:9](=[N:13]/[O:14][O:28][C:25](=[O:27])[CH3:26])/[CH2:8][CH:7]([C:15]2[CH:20]=[CH:19][C:18]([Cl:21])=[C:17]([O:22][CH3:23])[C:16]=2[F:24])[NH:6]1)=[O:4], predict the reactants needed to synthesize it. The reactants are: [CH3:1][O:2][C:3]([CH:5]1[C:10]([Cl:12])([Cl:11])[C:9](=[N:13][OH:14])[CH2:8][CH:7]([C:15]2[CH:20]=[CH:19][C:18]([Cl:21])=[C:17]([O:22][CH3:23])[C:16]=2[F:24])[NH:6]1)=[O:4].[C:25]([O:28]C(=O)C)(=[O:27])[CH3:26].